Dataset: Full USPTO retrosynthesis dataset with 1.9M reactions from patents (1976-2016). Task: Predict the reactants needed to synthesize the given product. (1) Given the product [Br:28][C:25]1[N:5]2[C:6]3[C:11]([N:12]([S:13]([C:16]4[CH:21]=[CH:20][C:19]([OH:22])=[C:18]([CH3:23])[CH:17]=4)(=[O:15])=[O:14])[CH:3]([CH2:1][CH3:2])[C:4]2=[CH:27][CH:26]=1)=[CH:10][C:9]([F:24])=[CH:8][CH:7]=3, predict the reactants needed to synthesize it. The reactants are: [CH2:1]([CH:3]1[N:12]([S:13]([C:16]2[CH:21]=[CH:20][C:19]([OH:22])=[C:18]([CH3:23])[CH:17]=2)(=[O:15])=[O:14])[C:11]2[C:6](=[CH:7][CH:8]=[C:9]([F:24])[CH:10]=2)[N:5]2[CH:25]=[CH:26][CH:27]=[C:4]12)[CH3:2].[Br:28]N1C(=O)CCC1=O. (2) Given the product [CH2:1]([O:4][CH2:5][CH:19]([O:18][C:13](=[O:17])[C:14]([CH3:16])=[CH2:15])[CH2:20][O:31][CH2:32][CH:33]=[CH2:34])[CH:2]=[CH2:3], predict the reactants needed to synthesize it. The reactants are: [CH2:1]([O:4][CH2:5][CH:5](CO)[O:4][CH2:1][CH:2]=[CH2:3])[CH:2]=[CH2:3].[C:13]([O:18][C:19](=O)[C:20](C)=C)(=[O:17])[C:14]([CH3:16])=[CH2:15].C(N(CC)CC)C.[O:31]1C[CH2:34][CH2:33][CH2:32]1. (3) Given the product [C:7]([O:11][C:12](=[O:25])[NH:13][C:14]1[C:19]([CH2:20][CH3:21])=[CH:18][C:17]([C:30]2[CH:31]=[CH:32][C:27]([Cl:26])=[CH:28][CH:29]=2)=[CH:16][C:15]=1[CH2:23][CH3:24])([CH3:10])([CH3:9])[CH3:8], predict the reactants needed to synthesize it. The reactants are: C(=O)([O-])[O-].[Cs+].[Cs+].[C:7]([O:11][C:12](=[O:25])[NH:13][C:14]1[C:19]([CH2:20][CH3:21])=[CH:18][C:17](Br)=[CH:16][C:15]=1[CH2:23][CH3:24])([CH3:10])([CH3:9])[CH3:8].[Cl:26][C:27]1[CH:32]=[CH:31][C:30](B(O)O)=[CH:29][CH:28]=1.C1(P(C2CCCCC2)C2C=CC=CC=2C2C(C(C)C)=CC(C(C)C)=CC=2C(C)C)CCCCC1. (4) Given the product [NH2:12][C:9]1[CH:8]=[CH:7][C:6]([C:2]([CH3:5])([CH3:1])[CH2:3][OH:4])=[CH:11][CH:10]=1, predict the reactants needed to synthesize it. The reactants are: [CH3:1][C:2]([C:6]1[CH:11]=[CH:10][C:9]([N+:12]([O-])=O)=[CH:8][CH:7]=1)([CH3:5])[CH2:3][OH:4]. (5) Given the product [Br:3][C:4]1[CH:9]=[CH:8][C:7]([C:10]2([C:11]#[N:12])[CH2:16][CH2:15][CH2:14]2)=[CH:6][CH:5]=1, predict the reactants needed to synthesize it. The reactants are: [H-].[Na+].[Br:3][C:4]1[CH:9]=[CH:8][C:7]([CH2:10][C:11]#[N:12])=[CH:6][CH:5]=1.Br[CH2:14][CH2:15][CH2:16]Br.